From a dataset of M1 muscarinic receptor antagonist screen with 61,756 compounds. Binary Classification. Given a drug SMILES string, predict its activity (active/inactive) in a high-throughput screening assay against a specified biological target. The compound is S(c1n(c(nn1)CNc1c(cc(cc1)C)C)Cc1occc1)CC(=O)c1ccccc1. The result is 0 (inactive).